The task is: Predict which catalyst facilitates the given reaction.. This data is from Catalyst prediction with 721,799 reactions and 888 catalyst types from USPTO. Reactant: C([O:3][C:4](=[O:41])[CH2:5][CH:6]([C@H:8]1[N:13]([C:14]([C:16]2[CH:20]=[C:19]([CH3:21])[N:18]([C:22]3[CH:27]=[CH:26][CH:25]=[CH:24][CH:23]=3)[C:17]=2[C:28]2[CH:33]=[CH:32][CH:31]=[CH:30][CH:29]=2)=[O:15])[CH2:12][CH2:11][N:10]([C:34]([O:36][C:37]([CH3:40])([CH3:39])[CH3:38])=[O:35])[CH2:9]1)[OH:7])C.[OH-].[Na+]. Product: [C:37]([O:36][C:34]([N:10]1[CH2:11][CH2:12][N:13]([C:14]([C:16]2[CH:20]=[C:19]([CH3:21])[N:18]([C:22]3[CH:23]=[CH:24][CH:25]=[CH:26][CH:27]=3)[C:17]=2[C:28]2[CH:29]=[CH:30][CH:31]=[CH:32][CH:33]=2)=[O:15])[C@H:8]([CH:6]([OH:7])[CH2:5][C:4]([OH:41])=[O:3])[CH2:9]1)=[O:35])([CH3:40])([CH3:38])[CH3:39]. The catalyst class is: 8.